This data is from Catalyst prediction with 721,799 reactions and 888 catalyst types from USPTO. The task is: Predict which catalyst facilitates the given reaction. Reactant: [CH3:1][Si](C=[N+]=[N-])(C)C.[C:8]([O:12][C:13]([N:15]1[CH2:22][C@@H:21]([OH:23])[CH2:20][C@@H:16]1[C:17]([OH:19])=[O:18])=[O:14])([CH3:11])([CH3:10])[CH3:9]. Product: [OH:23][C@@H:21]1[CH2:22][N:15]([C:13]([O:12][C:8]([CH3:11])([CH3:9])[CH3:10])=[O:14])[C@@H:16]([C:17]([O:19][CH3:1])=[O:18])[CH2:20]1. The catalyst class is: 61.